From a dataset of Reaction yield outcomes from USPTO patents with 853,638 reactions. Predict the reaction yield, written as a fraction of the theoretical maximum amount of product (1.0 means a 100% yield; for example, 0.34 means a 34% yield). (1) The reactants are [C:1]([C:3]1[CH:4]=[C:5]([C:13]2[S:14][C:15]([C:18]3[CH:27]=[CH:26][CH:25]=[C:24]4[C:19]=3[CH2:20][CH2:21][CH2:22][C@H:23]4[NH:28]C(=O)OC(C)(C)C)=[CH:16][N:17]=2)[CH:6]=[CH:7][C:8]=1[O:9][CH:10]([CH3:12])[CH3:11])#[N:2].[ClH:36]. The catalyst is O1CCOCC1. The product is [ClH:36].[NH2:28][C@@H:23]1[CH2:22][CH2:21][CH2:20][C:19]2[C:18]([C:15]3[S:14][C:13]([C:5]4[CH:6]=[CH:7][C:8]([O:9][CH:10]([CH3:12])[CH3:11])=[C:3]([CH:4]=4)[C:1]#[N:2])=[N:17][CH:16]=3)=[CH:27][CH:26]=[CH:25][C:24]1=2. The yield is 0.960. (2) The reactants are [H-].[H-].[H-].[H-].[Li+].[Al+3].[CH3:7][CH:8]([CH2:32][CH2:33][CH2:34][CH:35]([CH3:37])[CH3:36])[CH2:9][CH2:10][O:11][C:12]1[CH:13]=[C:14]([C:18]2[CH:27]=[C:26]([C:28](OC)=[O:29])[CH:25]=[CH:24][C:19]=2[C:20](OC)=[O:21])[CH:15]=[CH:16][CH:17]=1. The catalyst is C1COCC1. The product is [OH:21][CH2:20][C:19]1[CH:24]=[CH:25][C:26]([CH2:28][OH:29])=[CH:27][C:18]=1[C:14]1[CH:15]=[CH:16][CH:17]=[C:12]([O:11][CH2:10][CH2:9][CH:8]([CH3:7])[CH2:32][CH2:33][CH2:34][CH:35]([CH3:37])[CH3:36])[CH:13]=1. The yield is 0.820. (3) The reactants are [CH3:1][O:2][C:3]1[CH:40]=[CH:39][C:6]([C:7]([O:24][CH2:25][C:26]([CH2:37][OH:38])([C:32]([O:34][CH2:35][CH3:36])=[O:33])[C:27]([O:29][CH2:30][CH3:31])=[O:28])([C:16]2[CH:21]=[CH:20][C:19]([O:22][CH3:23])=[CH:18][CH:17]=2)[C:8]2[CH:13]=[CH:12][C:11]([O:14][CH3:15])=[CH:10][CH:9]=2)=[CH:5][CH:4]=1.C(N([P:48]([N:53]([CH:57]([CH3:59])[CH3:58])[CH:54]([CH3:56])[CH3:55])([O-:52])([O-])OCl)C(C)C)(C)C.[CH2:60](O)[CH3:61]. The yield is 0.910. The product is [CH2:35]([O:34][C:32](=[O:33])[C:26]([CH2:25][O:24][C:7]([C:16]1[CH:21]=[CH:20][C:19]([O:22][CH3:23])=[CH:18][CH:17]=1)([C:6]1[CH:5]=[CH:4][C:3]([O:2][CH3:1])=[CH:40][CH:39]=1)[C:8]1[CH:9]=[CH:10][C:11]([O:14][CH3:15])=[CH:12][CH:13]=1)([CH2:37][O:38][P:48]([N:53]([CH:54]([CH3:55])[CH3:56])[CH:57]([CH3:58])[CH3:59])[O:52][CH2:60][CH3:61])[C:27]([O:29][CH2:30][CH3:31])=[O:28])[CH3:36]. The catalyst is C(OCC)(=O)C.CCCCCC.C(N(CC)CC)C. (4) The reactants are [OH-].[Na+].[NH2:3][C:4]1[CH:5]=[CH:6][CH:7]=[C:8]2[C:13]=1[N:12]=[CH:11][N:10]=[C:9]2NNS(C1C=CC(C)=CC=1)(=O)=O. The catalyst is CCO. The product is [N:12]1[C:13]2[C:8](=[CH:7][CH:6]=[CH:5][C:4]=2[NH2:3])[CH:9]=[N:10][CH:11]=1. The yield is 0.760. (5) The reactants are ClC(OCC)=O.Cl.[Br:8][C:9]1[N:14]=[CH:13][C:12]([C@@H:15]2[CH2:17][C@H:16]2[C:18]([OH:20])=O)=[CH:11][CH:10]=1.CCN(CC)CC.[N-:28]=[N+:29]=[N-:30].[Na+]. The catalyst is CC(C)=O.O. The product is [Br:8][C:9]1[N:14]=[CH:13][C:12]([C@@H:15]2[CH2:17][C@H:16]2[C:18]([N:28]=[N+:29]=[N-:30])=[O:20])=[CH:11][CH:10]=1. The yield is 0.455. (6) The reactants are [C:1]([N:5]=[C:6]=[O:7])([CH3:4])([CH3:3])[CH3:2].[C:8]([C:12]1[CH:19]=[CH:18][C:15]([CH2:16][NH2:17])=[CH:14][CH:13]=1)([CH3:11])([CH3:10])[CH3:9].Cl[C:21](Cl)([C:25]([O-])=[O:26])[C:22]([O-])=[O:23]. The catalyst is ClCCl. The product is [CH3:2][C:1]([N:5]1[C:22](=[O:23])[CH2:21][C:25](=[O:26])[N:17]([CH2:16][C:15]2[CH:14]=[CH:13][C:12]([C:8]([CH3:11])([CH3:9])[CH3:10])=[CH:19][CH:18]=2)[C:6]1=[O:7])([CH3:4])[CH3:3]. The yield is 0.790. (7) The yield is 0.550. No catalyst specified. The product is [C:22]([NH:25][CH2:26][CH2:27][NH:28][C:2]1[C:11]2[C:6](=[CH:7][CH:8]=[C:9]3[S:14](=[O:16])(=[O:15])[CH2:13][CH2:12][C:10]3=2)[N:5]=[CH:4][C:3]=1[C:17]([O:19][CH2:20][CH3:21])=[O:18])(=[O:24])[CH3:23]. The reactants are Cl[C:2]1[C:11]2[C:6](=[CH:7][CH:8]=[C:9]3[S:14](=[O:16])(=[O:15])[CH2:13][CH2:12][C:10]3=2)[N:5]=[CH:4][C:3]=1[C:17]([O:19][CH2:20][CH3:21])=[O:18].[C:22]([NH:25][CH2:26][CH2:27][NH2:28])(=[O:24])[CH3:23]. (8) The reactants are [Br:1][C:2]1[CH:3]=[C:4]([Cl:10])[C:5]([CH3:9])=[C:6]([Cl:8])[CH:7]=1.[Br:11]N1C(=O)CCC1=O.C(OOC(=O)C1C=CC=CC=1)(=O)C1C=CC=CC=1. The catalyst is C(Cl)(Cl)(Cl)Cl. The product is [Br:1][C:2]1[CH:7]=[C:6]([Cl:8])[C:5]([CH2:9][Br:11])=[C:4]([Cl:10])[CH:3]=1. The yield is 0.870.